From a dataset of Catalyst prediction with 721,799 reactions and 888 catalyst types from USPTO. Predict which catalyst facilitates the given reaction. (1) Reactant: [CH2:1]([C@:3]12[CH2:13][CH2:12][C@:11](O)([C:14]3[CH:19]=[CH:18][CH:17]=[CH:16][CH:15]=3)[CH2:10][C@H:9]1[CH2:8][CH2:7][O:6][C:5]1[CH:21]=[C:22]([C:25]([NH:27][C:28]3[C:29]([CH3:34])=[N:30][CH:31]=[CH:32][CH:33]=3)=[O:26])[CH:23]=[CH:24][C:4]2=1)[CH3:2].[CH2:35]([C@@:37]12[CH2:47][CH2:46][C@@:45](O)([C:48]3[CH:53]=[CH:52][CH:51]=[CH:50][CH:49]=3)[CH2:44][C@@H:43]1[CH2:42][CH2:41][O:40][C:39]1[CH:55]=[C:56]([C:59]([NH:61][C:62]3[C:63]([CH3:68])=[N:64][CH:65]=[CH:66][CH:67]=3)=[O:60])[CH:57]=[CH:58][C:38]2=1)[CH3:36].OS([O-])(=O)=O.[K+].O.CC1C=CC(S(O)(=O)=O)=CC=1. Product: [CH2:1]([C@:3]12[CH2:13][CH:12]=[C:11]([C:14]3[CH:19]=[CH:18][CH:17]=[CH:16][CH:15]=3)[CH2:10][C@H:9]1[CH2:8][CH2:7][O:6][C:5]1[CH:21]=[C:22]([C:25]([NH:27][C:28]3[C:29]([CH3:34])=[N:30][CH:31]=[CH:32][CH:33]=3)=[O:26])[CH:23]=[CH:24][C:4]2=1)[CH3:2].[CH2:35]([C@@:37]12[CH2:47][CH:46]=[C:45]([C:48]3[CH:53]=[CH:52][CH:51]=[CH:50][CH:49]=3)[CH2:44][C@@H:43]1[CH2:42][CH2:41][O:40][C:39]1[CH:55]=[C:56]([C:59]([NH:61][C:62]3[C:63]([CH3:68])=[N:64][CH:65]=[CH:66][CH:67]=3)=[O:60])[CH:57]=[CH:58][C:38]2=1)[CH3:36]. The catalyst class is: 11. (2) Reactant: [Cl:1][C:2]1[CH:9]=[C:8]([CH2:10][OH:11])[CH:7]=[C:6]([Cl:12])[C:3]=1[CH:4]=[O:5].[H-].[Na+].Br[CH2:16][C:17]([O:19][CH2:20][CH3:21])=[O:18]. The catalyst class is: 9. Product: [Cl:1][C:2]1[CH:9]=[C:8]([CH:7]=[C:6]([Cl:12])[C:3]=1[CH:4]=[O:5])[CH2:10][O:11][CH2:16][C:17]([O:19][CH2:20][CH3:21])=[O:18].